This data is from Catalyst prediction with 721,799 reactions and 888 catalyst types from USPTO. The task is: Predict which catalyst facilitates the given reaction. (1) Reactant: [F:1][C:2]([F:7])([F:6])[C:3]([NH2:5])=[NH:4].[Cl:8]/[C:9](=[CH:14]\N(C)C)/[CH:10]=[N+](C)C.CCN1C2C(S/C/1=C\C#C/C(/C)=C\C1SC3C(=CC=CC=3)[N+]=1CC)=CC=CC=2.F[P-](F)(F)(F)(F)F.C(N(CC)CC)C. Product: [Cl:8][C:9]1[CH:10]=[N:4][C:3]([C:2]([F:7])([F:6])[F:1])=[N:5][CH:14]=1. The catalyst class is: 47. (2) Reactant: [H-].[Na+].C1(C(C2C=CC=CC=2)=[N:10][CH2:11][C:12]([O:14][CH2:15][CH3:16])=[O:13])C=CC=CC=1.Cl[C:24]1[C:29]([Cl:30])=[CH:28][C:27]([Cl:31])=[CH:26][N:25]=1.Cl. Product: [Cl:30][C:29]1[C:24]([CH:11]([C:12]([O:14][CH2:15][CH3:16])=[O:13])[NH2:10])=[N:25][CH:26]=[C:27]([Cl:31])[CH:28]=1. The catalyst class is: 9. (3) Reactant: C([O:4][C:5]1[CH:6]=[C:7]([C:13](=[O:16])[CH2:14][CH3:15])[CH:8]=[CH:9][C:10]=1[O:11][CH3:12])(C)C. Product: [OH:4][C:5]1[CH:6]=[C:7]([C:13](=[O:16])[CH2:14][CH3:15])[CH:8]=[CH:9][C:10]=1[O:11][CH3:12]. The catalyst class is: 175. (4) Reactant: Cl[C:2]1[CH:7]=[C:6]([Cl:8])[N:5]=[CH:4][N:3]=1.[NH:9]1[CH2:14][CH2:13][O:12][CH2:11][CH2:10]1. Product: [Cl:8][C:6]1[N:5]=[CH:4][N:3]=[C:2]([N:9]2[CH2:14][CH2:13][O:12][CH2:11][CH2:10]2)[CH:7]=1. The catalyst class is: 6. (5) Reactant: Cl.Cl.[NH:3]1[CH2:8][CH2:7][CH:6]([N:9]2[C:17]3[C:12](=[N:13][CH:14]=[CH:15][CH:16]=3)[NH:11][C:10]2=[O:18])[CH2:5][CH2:4]1.I[C:20]1[N:25]=[CH:24][N:23]=[C:22]([C:26]([C:28]2[CH:37]=[C:36]([CH3:38])[C:31]3[O:32][CH2:33][CH2:34][O:35][C:30]=3[CH:29]=2)=[O:27])[CH:21]=1.CCN(C(C)C)C(C)C. Product: [CH3:38][C:36]1[C:31]2[O:32][CH2:33][CH2:34][O:35][C:30]=2[CH:29]=[C:28]([C:26]([C:22]2[N:23]=[CH:24][N:25]=[C:20]([N:3]3[CH2:4][CH2:5][CH:6]([N:9]4[C:17]5[C:12](=[N:13][CH:14]=[CH:15][CH:16]=5)[NH:11][C:10]4=[O:18])[CH2:7][CH2:8]3)[CH:21]=2)=[O:27])[CH:37]=1. The catalyst class is: 3.